Predict the reactants needed to synthesize the given product. From a dataset of Full USPTO retrosynthesis dataset with 1.9M reactions from patents (1976-2016). (1) Given the product [Cl:31][C:25]1[CH:26]=[C:27]([Cl:30])[CH:28]=[CH:29][C:24]=1[C:12]1[N:13]([C:17]2[CH:18]=[CH:19][C:20]([O:23][S:42]([CH2:39][CH2:40][CH3:41])(=[O:44])=[O:43])=[CH:21][CH:22]=2)[C:14]([CH2:15][OH:16])=[C:10]([C:8](=[O:9])[NH:7][N:1]2[CH2:6][CH2:5][CH2:4][CH2:3][CH2:2]2)[N:11]=1, predict the reactants needed to synthesize it. The reactants are: [N:1]1([NH:7][C:8]([C:10]2[N:11]=[C:12]([C:24]3[CH:29]=[CH:28][C:27]([Cl:30])=[CH:26][C:25]=3[Cl:31])[N:13]([C:17]3[CH:22]=[CH:21][C:20]([OH:23])=[CH:19][CH:18]=3)[C:14]=2[CH2:15][OH:16])=[O:9])[CH2:6][CH2:5][CH2:4][CH2:3][CH2:2]1.C(N(CC)CC)C.[CH2:39]([S:42](Cl)(=[O:44])=[O:43])[CH2:40][CH3:41]. (2) Given the product [CH:28]([C:2]1[CH:3]=[C:4]2[C:8](=[CH:9][CH:10]=1)[NH:7][N:6]=[C:5]2/[CH:11]=[CH:12]/[C:13]1[CH:14]=[N:15][CH:16]=[CH:17][CH:18]=1)=[O:29], predict the reactants needed to synthesize it. The reactants are: Br[C:2]1[CH:3]=[C:4]2[C:8](=[CH:9][CH:10]=1)[NH:7][N:6]=[C:5]2/[CH:11]=[CH:12]/[C:13]1[CH:14]=[N:15][CH:16]=[CH:17][CH:18]=1.[H-].[Na+].C([Li])CCC.CN(C)[CH:28]=[O:29].C(=O)(O)[O-].[Na+].